This data is from Full USPTO retrosynthesis dataset with 1.9M reactions from patents (1976-2016). The task is: Predict the reactants needed to synthesize the given product. (1) The reactants are: Cl[C:2]1[N:7]=[CH:6][N:5]=[C:4]([NH2:8])[C:3]=1[C:9]1[O:10][C:11]([CH3:14])=[CH:12][N:13]=1.[NH2:15][C@H:16]([C:19]1[N:28]([C:29]2[CH:34]=[CH:33][CH:32]=[CH:31][CH:30]=2)[C:27](=[O:35])[C:26]2[C:21](=[CH:22][CH:23]=[CH:24][C:25]=2[Cl:36])[N:20]=1)[CH2:17][CH3:18].CCN(C(C)C)C(C)C. Given the product [NH2:8][C:4]1[N:5]=[CH:6][N:7]=[C:2]([NH:15][C@H:16]([C:19]2[N:28]([C:29]3[CH:30]=[CH:31][CH:32]=[CH:33][CH:34]=3)[C:27](=[O:35])[C:26]3[C:21](=[CH:22][CH:23]=[CH:24][C:25]=3[Cl:36])[N:20]=2)[CH2:17][CH3:18])[C:3]=1[C:9]1[O:10][C:11]([CH3:14])=[CH:12][N:13]=1, predict the reactants needed to synthesize it. (2) The reactants are: [C:1]([C:4]1[C:5]([C:21](=O)[CH3:22])=[C:6]([CH3:20])[N:7]([C:10]2[CH:15]=[CH:14][C:13]([O:16][CH2:17][CH2:18][CH3:19])=[CH:12][CH:11]=2)[C:8]=1[CH3:9])(=O)[CH3:2].[NH2:24][NH2:25]. Given the product [CH3:2][C:1]1[C:4]2=[C:8]([CH3:9])[N:7]([C:10]3[CH:15]=[CH:14][C:13]([O:16][CH2:17][CH2:18][CH3:19])=[CH:12][CH:11]=3)[C:6]([CH3:20])=[C:5]2[C:21]([CH3:22])=[N:25][N:24]=1, predict the reactants needed to synthesize it. (3) Given the product [C:1]([N:4]1[C:12]2[C:7](=[CH:8][CH:9]=[C:10]([Cl:13])[CH:11]=2)[C:6](=[C:25]([OH:26])[C:24]2[CH:23]=[CH:22][C:21]([CH2:20][CH2:19][C:17]([O:16][CH3:15])=[O:18])=[CH:29][CH:28]=2)[C:5]1=[O:14])(=[O:3])[CH3:2], predict the reactants needed to synthesize it. The reactants are: [C:1]([N:4]1[C:12]2[C:7](=[CH:8][CH:9]=[C:10]([Cl:13])[CH:11]=2)[CH2:6][C:5]1=[O:14])(=[O:3])[CH3:2].[CH3:15][O:16][C:17]([CH2:19][CH2:20][C:21]1[CH:29]=[CH:28][C:24]([C:25](O)=[O:26])=[CH:23][CH:22]=1)=[O:18]. (4) The reactants are: [CH3:1][C:2]1[O:12][C:5]2[CH2:6][N:7]([CH3:11])[CH2:8][CH:9]([OH:10])[C:4]=2[CH:3]=1.[Cl:13][C:14]1[CH:19]=[CH:18][C:17](O)=[CH:16][C:15]=1[CH2:21][CH3:22]. Given the product [ClH:13].[Cl:13][C:14]1[CH:19]=[CH:18][C:17]([O:10][CH:9]2[CH2:8][N:7]([CH3:11])[CH2:6][C:5]3[O:12][C:2]([CH3:1])=[CH:3][C:4]2=3)=[CH:16][C:15]=1[CH2:21][CH3:22], predict the reactants needed to synthesize it. (5) The reactants are: [NH2:1][C:2]1[N:7]=[C:6]([CH3:8])[C:5]([Br:9])=[CH:4][CH:3]=1.Br[CH2:11][C:12](=O)[C:13]([O:15][CH2:16][CH3:17])=[O:14].C(OCC)(=O)C. Given the product [CH2:16]([O:15][C:13]([C:12]1[N:1]=[C:2]2[CH:3]=[CH:4][C:5]([Br:9])=[C:6]([CH3:8])[N:7]2[CH:11]=1)=[O:14])[CH3:17], predict the reactants needed to synthesize it. (6) Given the product [CH3:36][C:35]([O:22][CH2:21][C@H:16]([NH2:117])[C:15]([OH:23])=[O:46])=[O:34], predict the reactants needed to synthesize it. The reactants are: C[C@@]1(O)C2C=CC=[C:21]([OH:22])[C:16]=2[C:15]([OH:23])=C2[C@@H]1[C@H](O)[C@@H]1[C@](O)(C2=O)C(O)=C(C(N)=O)C(=O)[C@H]1N(C)C.[O:34]=[CH:35][C@@H:36]([C@H]([C@@H]([C@@H](CO)O)O)O)O.[OH:46]P([O-])(O)=O.[K+].[Na+].[Cl-].[O-]S([O-])(=O)=O.[Mg+2].[Cl-].[Cl-].[Ca+2].CC1[N+](CC2C=NC(C)=NC=2N)=CSC=1CCO.Cl.[Cl-].C[C@]1(O)[C@@H]2C(=C(O)[C@]3(O)C(=O)C(C(N)=O)=C(O)[C@@H](N(C)C)[C@@H]3C2)C(=O)C2C(O)=CC=CC1=2.O=O.[NH3:117]. (7) Given the product [F:1][C:2]1[CH:7]=[CH:6][C:5]([C:8]2[C:18]([CH2:19][C:20]3[N:25]=[C:24]([C:26]([OH:28])=[O:27])[CH:23]=[CH:22][CH:21]=3)=[C:11]3[CH:12]=[CH:13][C:14]([O:16][CH3:17])=[CH:15][N:10]3[N:9]=2)=[CH:4][CH:3]=1, predict the reactants needed to synthesize it. The reactants are: [F:1][C:2]1[CH:7]=[CH:6][C:5]([C:8]2[C:18]([CH2:19][C:20]3[N:25]=[C:24]([C:26]([O:28]C)=[O:27])[CH:23]=[CH:22][CH:21]=3)=[C:11]3[CH:12]=[CH:13][C:14]([O:16][CH3:17])=[CH:15][N:10]3[N:9]=2)=[CH:4][CH:3]=1.[OH-].[Na+].Cl.